This data is from Experimentally validated miRNA-target interactions with 360,000+ pairs, plus equal number of negative samples. The task is: Binary Classification. Given a miRNA mature sequence and a target amino acid sequence, predict their likelihood of interaction. (1) The miRNA is mmu-miR-1961 with sequence UGAGGUAGUAGUUAGAA. The protein sequence of the target gene is MAESDWDTVTVLRKKGPTAAQAKSKQAILAAQRRGEDVETSKKWAAGQNKQHSITKNTAKLDRETEELHHDRVTLEVGKVIQQGRQSKGLTQKDLATKINEKPQVIADYESGRAIPNNQVLGKIERAIGLKLRGKDIGKPIEKGPRAK. Result: 0 (no interaction). (2) The miRNA is hsa-miR-762 with sequence GGGGCUGGGGCCGGGGCCGAGC. The protein sequence of the target gene is MPTNFTVVPVEAHADGGGDETAERTEAPGTPEGPEPERPSPGDGNPRENSPFLNNVEVEQESFFEGKNMALFEEEMDSNPMVSSLLNKLANYTNLSQGVVEHEEDEESRRREAKAPRMGTFIGVYLPCLQNILGVILFLRLTWIVGVAGVLESFLIVAMCCTCTMLTAISMSAIATNGVVPAGGSYYMISRSLGPEFGGAVGLCFYLGTTFAGAMYILGTIEIFLTYISPGAAIFQAEAAGGEAAAMLHNMRVYGTCTLVLMALVVFVGVKYVNKLALVFLACVVLSILAIYAGVIKSAF.... Result: 1 (interaction). (3) The miRNA is mmu-miR-1843a-5p with sequence UAUGGAGGUCUCUGUCUGACU. The protein sequence of the target gene is MAPVLPLVLPLQPRIRLAQGLWLLSWLLALAGGVILLCSGHLLVQLRHLGTFLAPSCQFPVLPQAALAAGAVALGTGLVGVGASRASLNAALYPPWRGVLGPLLVAGTAGGGGLLVVGLGLALALPGSLDEALEEGLVTALAHYKDTEVPGHCQAKRLVDELQLRYHCCGRHGYKDWFGVQWVSSRYLDPGDRDVADRIQSNVEGLYLTDGVPFSCCNPHSPRPCLQNRLSDSYAHPLFDPRQPNQNLWAQGCHEVLLEHLQDLAGTLGSMLAVTFLLQALVLLGLRYLQTALEGLGGVI.... Result: 0 (no interaction).